From a dataset of NCI-60 drug combinations with 297,098 pairs across 59 cell lines. Regression. Given two drug SMILES strings and cell line genomic features, predict the synergy score measuring deviation from expected non-interaction effect. (1) Drug 1: C1=NC2=C(N1)C(=S)N=C(N2)N. Drug 2: CCC1(CC2CC(C3=C(CCN(C2)C1)C4=CC=CC=C4N3)(C5=C(C=C6C(=C5)C78CCN9C7C(C=CC9)(C(C(C8N6C=O)(C(=O)OC)O)OC(=O)C)CC)OC)C(=O)OC)O.OS(=O)(=O)O. Cell line: SF-295. Synergy scores: CSS=34.2, Synergy_ZIP=-0.0413, Synergy_Bliss=0.0289, Synergy_Loewe=2.32, Synergy_HSA=2.48. (2) Drug 1: CCCCCOC(=O)NC1=NC(=O)N(C=C1F)C2C(C(C(O2)C)O)O. Drug 2: CCN(CC)CCNC(=O)C1=C(NC(=C1C)C=C2C3=C(C=CC(=C3)F)NC2=O)C. Cell line: OVCAR-5. Synergy scores: CSS=-2.33, Synergy_ZIP=0.189, Synergy_Bliss=-5.55, Synergy_Loewe=-6.63, Synergy_HSA=-6.86. (3) Drug 1: CC(C1=C(C=CC(=C1Cl)F)Cl)OC2=C(N=CC(=C2)C3=CN(N=C3)C4CCNCC4)N. Drug 2: CC1=C(C=C(C=C1)C(=O)NC2=CC(=CC(=C2)C(F)(F)F)N3C=C(N=C3)C)NC4=NC=CC(=N4)C5=CN=CC=C5. Cell line: HT29. Synergy scores: CSS=3.29, Synergy_ZIP=0.110, Synergy_Bliss=3.00, Synergy_Loewe=-3.90, Synergy_HSA=-1.78. (4) Drug 1: CCC1=C2CN3C(=CC4=C(C3=O)COC(=O)C4(CC)O)C2=NC5=C1C=C(C=C5)O. Drug 2: CNC(=O)C1=NC=CC(=C1)OC2=CC=C(C=C2)NC(=O)NC3=CC(=C(C=C3)Cl)C(F)(F)F. Cell line: NCIH23. Synergy scores: CSS=65.3, Synergy_ZIP=4.14, Synergy_Bliss=4.82, Synergy_Loewe=-16.6, Synergy_HSA=7.68.